Dataset: Full USPTO retrosynthesis dataset with 1.9M reactions from patents (1976-2016). Task: Predict the reactants needed to synthesize the given product. (1) Given the product [CH2:1]([C:3]1[CH:47]=[CH:46][CH:45]=[CH:44][C:4]=1[O:5][C:6]1[CH:11]=[CH:10][CH:9]=[CH:8][C:7]=1[C@:12]([C@@H:20]1[CH2:25][CH2:24][CH2:23][N:22]([C:26]([NH:28][C@H:29]([CH2:32][NH:33][CH3:34])[CH2:30][OH:31])=[O:27])[CH2:21]1)([OH:19])[CH2:13][CH2:14][CH2:15][CH2:16][O:17][CH3:18])[CH3:2], predict the reactants needed to synthesize it. The reactants are: [CH2:1]([C:3]1[CH:47]=[CH:46][CH:45]=[CH:44][C:4]=1[O:5][C:6]1[CH:11]=[CH:10][CH:9]=[CH:8][C:7]=1[C@:12]([C@@H:20]1[CH2:25][CH2:24][CH2:23][N:22]([C:26]([NH:28][C@H:29]([CH2:32][N:33](C)[C:34](OCC[Si](C)(C)C)=O)[CH2:30][OH:31])=[O:27])[CH2:21]1)([OH:19])[CH2:13][CH2:14][CH2:15][CH2:16][O:17][CH3:18])[CH3:2].[F-].C([N+](CC)(CC)CC)C. (2) Given the product [CH3:1][O:2][C:3]1[CH:4]=[CH:5][C:6]2[O:10][C:9]([C:16]3[CH:17]=[CH:18][C:19]([C:22]([NH2:24])=[O:23])=[N:20][CH:21]=3)=[CH:8][C:7]=2[CH:14]=1, predict the reactants needed to synthesize it. The reactants are: [CH3:1][O:2][C:3]1[CH:4]=[CH:5][C:6]2[O:10][C:9](B(O)O)=[CH:8][C:7]=2[CH:14]=1.Br[C:16]1[CH:17]=[CH:18][C:19]([C:22]([NH2:24])=[O:23])=[N:20][CH:21]=1.CCN(CC)CC. (3) Given the product [CH:1]1([N:6]2[C:15]3[N:14]=[C:13]([NH:16][C:17]4[CH:18]=[CH:19][C:20]([C:26]([NH:28][CH2:29][C@H:30]([OH:45])[CH2:31][N:32]5[CH2:37][CH2:36][N:35]([CH3:38])[CH2:34][CH2:33]5)=[O:27])=[C:21]5[C:25]=4[O:24][CH2:23][CH2:22]5)[N:12]=[CH:11][C:10]=3[N:9]([CH3:46])[C:8](=[O:47])[C@H:7]2[CH2:48][CH3:49])[CH2:2][CH2:3][CH2:4][CH2:5]1, predict the reactants needed to synthesize it. The reactants are: [CH:1]1([N:6]2[C:15]3[N:14]=[C:13]([NH:16][C:17]4[CH:18]=[CH:19][C:20]([C:26]([NH:28][CH2:29][C@H:30]([OH:45])[CH2:31][N:32]5[CH2:37][CH2:36][N:35]([C:38](OC(C)(C)C)=O)[CH2:34][CH2:33]5)=[O:27])=[C:21]5[C:25]=4[O:24][CH2:23][CH2:22]5)[N:12]=[CH:11][C:10]=3[N:9]([CH3:46])[C:8](=[O:47])[C@H:7]2[CH2:48][CH3:49])[CH2:5][CH2:4][CH2:3][CH2:2]1.Cl.C(=O)(O)[O-].[Na+].C1(C)C=CC(S(OC)(=O)=O)=CC=1. (4) Given the product [ClH:36].[NH2:4][C:5]1[S:6][CH:7]=[C:8]([C:10]2[CH:11]=[CH:12][C:13]([N:16]3[C:24]4[C:23](=[O:25])[N:22]([C:26]5[CH:27]=[C:28]([CH:32]=[CH:33][CH:34]=5)[C:29]([OH:31])=[O:30])[C:21](=[O:35])[NH:20][C:19]=4[CH:18]=[C:17]3[Cl:36])=[CH:14][CH:15]=2)[N:9]=1, predict the reactants needed to synthesize it. The reactants are: C([NH:4][C:5]1[S:6][CH:7]=[C:8]([C:10]2[CH:15]=[CH:14][C:13]([N:16]3[C:24]4[C:23](=[O:25])[N:22]([C:26]5[CH:27]=[C:28]([CH:32]=[CH:33][CH:34]=5)[C:29]([OH:31])=[O:30])[C:21](=[O:35])[NH:20][C:19]=4[CH:18]=[C:17]3[Cl:36])=[CH:12][CH:11]=2)[N:9]=1)(=O)C.Cl.[Li+].[OH-]. (5) The reactants are: Cl.[C:2]([NH:5][C:6]1[CH:7]=[C:8]([C:12]2[CH2:13][CH2:14][N:15](C(OC(C)(C)C)=O)[CH2:16][CH:17]=2)[CH:9]=[CH:10][CH:11]=1)(=[O:4])[CH3:3]. Given the product [NH:15]1[CH2:14][CH:13]=[C:12]([C:8]2[CH:7]=[C:6]([NH:5][C:2](=[O:4])[CH3:3])[CH:11]=[CH:10][CH:9]=2)[CH2:17][CH2:16]1, predict the reactants needed to synthesize it. (6) Given the product [N:1]1([CH2:6][C:7]2[CH:8]=[C:9]([NH:13][C:14]3[N:23]=[CH:22][C:21]4[C:16](=[CH:17][C:18]([O:25][C@H:26]5[CH2:30][CH2:29][NH:28][CH2:27]5)=[C:19]([C:38]#[N:41])[CH:20]=4)[N:15]=3)[CH:10]=[CH:11][CH:12]=2)[CH:5]=[N:4][CH:3]=[N:2]1, predict the reactants needed to synthesize it. The reactants are: [N:1]1([CH2:6][C:7]2[CH:8]=[C:9]([NH:13][C:14]3[N:23]=[CH:22][C:21]4[C:16](=[CH:17][C:18]([O:25][C@H:26]5[CH2:30][CH2:29][N:28](C(OC(C)(C)C)=O)[CH2:27]5)=[C:19](Br)[CH:20]=4)[N:15]=3)[CH:10]=[CH:11][CH:12]=2)[CH:5]=[N:4][CH:3]=[N:2]1.[CH:38]([N:41](C(C)C)CC)(C)C. (7) Given the product [I:10][C:9]1[CH:8]=[CH:7][CH:6]=[C:5]2[C:4]=1[C:3](=[O:13])[N:23]([CH2:22][CH2:21][CH2:20][C:14]1[CH:19]=[CH:18][CH:17]=[CH:16][CH:15]=1)[CH2:11]2, predict the reactants needed to synthesize it. The reactants are: CO[C:3](=[O:13])[C:4]1[C:9]([I:10])=[CH:8][CH:7]=[CH:6][C:5]=1[CH2:11]Br.[C:14]1([CH2:20][CH2:21][CH2:22][NH2:23])[CH:19]=[CH:18][CH:17]=[CH:16][CH:15]=1.C([O-])([O-])=O.[K+].[K+].C(OCC)(=O)C.